Task: Predict the product of the given reaction.. Dataset: Forward reaction prediction with 1.9M reactions from USPTO patents (1976-2016) (1) Given the reactants [CH3:1][O:2][C:3]1[CH:22]=[CH:21][C:6]([CH2:7][C@@H:8]2[C:12]3=[N:13][C:14]4[CH:19]=[CH:18][CH:17]=[CH:16][C:15]=4[N:11]3[C:10](=[O:20])[NH:9]2)=[CH:5][CH:4]=1.[NH2:23][C@@H:24]([C:27]1[CH:32]=[CH:31][CH:30]=[CH:29][CH:28]=1)[CH2:25][OH:26].C(O)(C(F)(F)F)=O, predict the reaction product. The product is: [NH:11]1[C:15]2[CH:16]=[CH:17][CH:18]=[CH:19][C:14]=2[N:13]=[C:12]1[C@H:8]([NH:9][C:10]([NH:23][C@@H:24]([C:27]1[CH:32]=[CH:31][CH:30]=[CH:29][CH:28]=1)[CH2:25][OH:26])=[O:20])[CH2:7][C:6]1[CH:21]=[CH:22][C:3]([O:2][CH3:1])=[CH:4][CH:5]=1. (2) Given the reactants [CH3:1][O:2][C:3]1[CH:8]=[CH:7][CH:6]=[CH:5][C:4]=1[C:9]1[C:17]2[C:12](=[N:13][CH:14]=[C:15]([C:18]3[CH:19]=[C:20]([CH:24]=[CH:25][CH:26]=3)[C:21]([OH:23])=O)[CH:16]=2)[NH:11][CH:10]=1.CN(C(ON1N=NC2C=CC=NC1=2)=[N+](C)C)C.F[P-](F)(F)(F)(F)F.[CH3:51][N:52]([CH3:57])[CH2:53][CH2:54][NH:55][CH3:56], predict the reaction product. The product is: [CH3:51][N:52]([CH3:57])[CH2:53][CH2:54][N:55]([CH3:56])[C:21](=[O:23])[C:20]1[CH:24]=[CH:25][CH:26]=[C:18]([C:15]2[CH:16]=[C:17]3[C:9]([C:4]4[CH:5]=[CH:6][CH:7]=[CH:8][C:3]=4[O:2][CH3:1])=[CH:10][NH:11][C:12]3=[N:13][CH:14]=2)[CH:19]=1. (3) Given the reactants C(OC([N:8]1[CH2:13][CH2:12][CH:11]([C:14](O)=O)[CH2:10][CH2:9]1)=O)(C)(C)C.C1N=CN(C(N2C=NC=C2)=O)C=1.[NH2:29][C:30]1[CH:31]=[C:32]([CH:35]=[CH:36][C:37]=1[NH2:38])[C:33]#[N:34], predict the reaction product. The product is: [NH:8]1[CH2:9][CH2:10][CH:11]([C:14]2[NH:38][C:37]3[CH:36]=[CH:35][C:32]([C:33]#[N:34])=[CH:31][C:30]=3[N:29]=2)[CH2:12][CH2:13]1. (4) The product is: [CH3:13][C:14]1([CH3:18])[CH2:16][O:11][B:10]([C:4]2[CH:5]=[C:6]([F:9])[C:7]([F:8])=[C:2]([F:1])[CH:3]=2)[O:12][CH2:15]1. Given the reactants [F:1][C:2]1[CH:3]=[C:4]([B:10]([OH:12])[OH:11])[CH:5]=[C:6]([F:9])[C:7]=1[F:8].[CH3:13][C:14]([CH2:18]O)([CH2:16]O)[CH3:15], predict the reaction product. (5) Given the reactants Cl[CH2:2][C@H:3]1[O:8][C:7]([CH3:10])([CH3:9])[O:6][C@@H:5]([CH2:11][C:12]([O:14][C:15]([CH3:24])([CH3:23])[CH2:16][C:17]2[CH:22]=[CH:21][CH:20]=[CH:19][CH:18]=2)=[O:13])[CH2:4]1.[CH3:25][N:26]1[C:30]2[CH:31]=[CH:32][CH:33]=[CH:34][C:29]=2[N:28]=[C:27]1[S-:35].[Na+], predict the reaction product. The product is: [CH3:9][C:7]1([CH3:10])[O:6][C@@H:5]([CH2:11][C:12]([O:14][C:15]([CH3:24])([CH3:23])[CH2:16][C:17]2[CH:22]=[CH:21][CH:20]=[CH:19][CH:18]=2)=[O:13])[CH2:4][C@@H:3]([CH2:2][S:35][C:27]2[N:26]([CH3:25])[C:30]3[CH:31]=[CH:32][CH:33]=[CH:34][C:29]=3[N:28]=2)[O:8]1. (6) Given the reactants [F:1][C:2]1[CH:3]=[C:4]([N+:11]([O-:13])=[O:12])[CH:5]=[C:6]2[C:10]=1[NH:9][CH:8]=[CH:7]2.[F:14][C:15]1[C:16]([CH2:34]O)=[N:17][CH:18]=[C:19]([CH:21]2[CH2:26][CH2:25][N:24]([C:27]([O:29][C:30]([CH3:33])([CH3:32])[CH3:31])=[O:28])[CH2:23][CH2:22]2)[CH:20]=1, predict the reaction product. The product is: [F:14][C:15]1[C:16]([CH2:34][N:9]2[C:10]3[C:6](=[CH:5][C:4]([N+:11]([O-:13])=[O:12])=[CH:3][C:2]=3[F:1])[CH:7]=[CH:8]2)=[N:17][CH:18]=[C:19]([CH:21]2[CH2:26][CH2:25][N:24]([C:27]([O:29][C:30]([CH3:32])([CH3:31])[CH3:33])=[O:28])[CH2:23][CH2:22]2)[CH:20]=1.